From a dataset of Full USPTO retrosynthesis dataset with 1.9M reactions from patents (1976-2016). Predict the reactants needed to synthesize the given product. (1) Given the product [C:1]([C:5]1[CH:6]=[C:7]([NH:13][C:14]([NH:16][C@@H:17]2[C:26]3[C:21](=[CH:22][CH:23]=[CH:24][CH:25]=3)[C@H:20]([O:27][C:28]3[CH:29]=[CH:30][C:31]4[N:32]([C:34]([N:37]5[CH2:42][CH2:41][O:40][CH2:39][C@@H:38]5[CH3:43])=[N:35][N:36]=4)[CH:33]=3)[CH2:19][CH2:18]2)=[O:15])[N:8]([CH2:10][CH2:11][O:12][S:54]([CH3:53])(=[O:56])=[O:55])[N:9]=1)([CH3:4])([CH3:2])[CH3:3], predict the reactants needed to synthesize it. The reactants are: [C:1]([C:5]1[CH:6]=[C:7]([NH:13][C:14]([NH:16][C@@H:17]2[C:26]3[C:21](=[CH:22][CH:23]=[CH:24][CH:25]=3)[C@H:20]([O:27][C:28]3[CH:29]=[CH:30][C:31]4[N:32]([C:34]([N:37]5[CH2:42][CH2:41][O:40][CH2:39][C@@H:38]5[CH3:43])=[N:35][N:36]=4)[CH:33]=3)[CH2:19][CH2:18]2)=[O:15])[N:8]([CH2:10][CH2:11][OH:12])[N:9]=1)([CH3:4])([CH3:3])[CH3:2].CCN(C(C)C)C(C)C.[CH3:53][S:54](Cl)(=[O:56])=[O:55]. (2) The reactants are: Cl[C:2]1[CH:7]=[CH:6][C:5]([N+:8]([O-:10])=[O:9])=[CH:4][C:3]=1[N:11]=[N:12][C:13]1[CH:18]=[C:17]([C:19]([CH3:26])([CH3:25])[CH2:20][C:21]([CH3:24])([CH3:23])[CH3:22])[CH:16]=[C:15]([C:27]([CH3:35])([C:29]2[CH:34]=[CH:33][CH:32]=[CH:31][CH:30]=2)[CH3:28])[C:14]=1[OH:36].C[N:38](C)C=O.[N-]=[N+]=[N-].[Na+]. Given the product [CH3:35][C:27]([C:15]1[CH:16]=[C:17]([C:19]([CH3:25])([CH3:26])[CH2:20][C:21]([CH3:22])([CH3:23])[CH3:24])[CH:18]=[C:13]([N:12]2[N:38]=[C:2]3[CH:7]=[CH:6][C:5]([N+:8]([O-:10])=[O:9])=[CH:4][C:3]3=[N:11]2)[C:14]=1[OH:36])([C:29]1[CH:34]=[CH:33][CH:32]=[CH:31][CH:30]=1)[CH3:28], predict the reactants needed to synthesize it. (3) Given the product [CH3:47][S:48]([O:1][CH2:2][CH2:3][O:4][C:5]1[CH:39]=[CH:38][C:8]([O:9][CH2:10][CH2:11][CH2:12][CH:13]2[C:22]3[C:17](=[CH:18][C:19]([O:23][CH2:24][O:25][CH3:26])=[CH:20][CH:21]=3)[S:16][CH2:15][C:14]2([C:28]2[CH:33]=[CH:32][C:31]([O:34][CH2:35][O:36][CH3:37])=[CH:30][CH:29]=2)[CH3:27])=[CH:7][CH:6]=1)(=[O:50])=[O:49], predict the reactants needed to synthesize it. The reactants are: [OH:1][CH2:2][CH2:3][O:4][C:5]1[CH:39]=[CH:38][C:8]([O:9][CH2:10][CH2:11][CH2:12][CH:13]2[C:22]3[C:17](=[CH:18][C:19]([O:23][CH2:24][O:25][CH3:26])=[CH:20][CH:21]=3)[S:16][CH2:15][C:14]2([C:28]2[CH:33]=[CH:32][C:31]([O:34][CH2:35][O:36][CH3:37])=[CH:30][CH:29]=2)[CH3:27])=[CH:7][CH:6]=1.C(N(CC)CC)C.[CH3:47][S:48](Cl)(=[O:50])=[O:49].[Cl-].[NH4+]. (4) Given the product [CH3:1][O:2][C:3]1[CH:8]=[CH:7][C:6]([C:9]2[C:14]([C:15]3[CH:16]=[CH:17][C:18]([O:21][CH3:22])=[CH:19][CH:20]=3)=[N:13][N:12]([CH2:23][CH2:24][C:25]([NH:42][CH2:35][C:36]3[CH:41]=[CH:40][CH:39]=[CH:38][CH:37]=3)=[O:27])[C:11](=[O:28])[CH:10]=2)=[CH:5][CH:4]=1, predict the reactants needed to synthesize it. The reactants are: [CH3:1][O:2][C:3]1[CH:8]=[CH:7][C:6]([C:9]2[C:14]([C:15]3[CH:20]=[CH:19][C:18]([O:21][CH3:22])=[CH:17][CH:16]=3)=[N:13][N:12]([CH2:23][CH2:24][C:25]([OH:27])=O)[C:11](=[O:28])[CH:10]=2)=[CH:5][CH:4]=1.C(Cl)(=O)C(Cl)=O.[CH2:35]([NH2:42])[C:36]1[CH:41]=[CH:40][CH:39]=[CH:38][CH:37]=1. (5) Given the product [Cl:29][C:30]1[CH:31]=[C:32]([CH:52]=[CH:53][C:54]=1[O:55][C:56]([F:59])([F:57])[F:58])[O:33][C:34]1[CH:46]=[CH:45][C:37]([C:38]([OH:40])=[O:39])=[CH:36][C:35]=1[C:47]1([OH:51])[CH2:50][O:49][CH2:48]1, predict the reactants needed to synthesize it. The reactants are: ClC1C(OC2C=CC(OC(F)(F)F)=C(Cl)C=2)=CC(F)=C(C=1)C(OC(C)(C)C)=O.[Cl:29][C:30]1[CH:31]=[C:32]([CH:52]=[CH:53][C:54]=1[O:55][C:56]([F:59])([F:58])[F:57])[O:33][C:34]1[CH:46]=[CH:45][C:37]([C:38]([O:40]C(C)(C)C)=[O:39])=[CH:36][C:35]=1[C:47]1([OH:51])[CH2:50][O:49][CH2:48]1.